From a dataset of Peptide-MHC class II binding affinity with 134,281 pairs from IEDB. Regression. Given a peptide amino acid sequence and an MHC pseudo amino acid sequence, predict their binding affinity value. This is MHC class II binding data. (1) The binding affinity (normalized) is 0.188. The MHC is H-2-IAb with pseudo-sequence H-2-IAb. The peptide sequence is VVPDGYKLTGNVLIL. (2) The peptide sequence is RRGVRSLSNKIKQKTHHHHHH. The MHC is DRB1_0301 with pseudo-sequence DRB1_0301. The binding affinity (normalized) is 0.312. (3) The peptide sequence is AAGTYVAADAAAAST. The MHC is DRB5_0101 with pseudo-sequence DRB5_0101. The binding affinity (normalized) is 0.582. (4) The peptide sequence is LSLCNKIKGLKVFNT. The MHC is DRB1_0401 with pseudo-sequence DRB1_0401. The binding affinity (normalized) is 0.330.